From a dataset of Aqueous solubility values for 9,982 compounds from the AqSolDB database. Regression/Classification. Given a drug SMILES string, predict its absorption, distribution, metabolism, or excretion properties. Task type varies by dataset: regression for continuous measurements (e.g., permeability, clearance, half-life) or binary classification for categorical outcomes (e.g., BBB penetration, CYP inhibition). For this dataset (solubility_aqsoldb), we predict Y. (1) The molecule is CCC(O)(CC)CC. The Y is -0.850 log mol/L. (2) The Y is 0.990 log mol/L. The drug is [Na+].[SH-]. (3) The compound is Cn1nc(S(N)(=O)=O)sc1=NS(=O)(=O)c1ccc(I)cc1. The Y is -2.77 log mol/L. (4) The drug is CCCCCCCCCCCC[n+]1ccccc1.[Cl-]. The Y is -0.454 log mol/L. (5) The molecule is COC(=O)CC(C(C)=O)C(=O)OC. The Y is -0.525 log mol/L. (6) The drug is O=C1C(=C2Nc3ccccc3C=C2O)C(=O)c2ccccc21. The Y is -7.05 log mol/L. (7) The drug is [O-2].[O-2].[O-2].[Y+3].[Y+3]. The Y is -5.51 log mol/L. (8) The molecule is O=C1C=Cc2ccccc2/C1=N/Nc1ccc2ccccc2c1S(=O)(=O)[O-].O=C1C=Cc2ccccc2/C1=N/Nc1ccc2ccccc2c1S(=O)(=O)[O-].[Ca+2]. The Y is -5.90 log mol/L. (9) The compound is CC[C@]12CC[C@@H]3c4ccc(OC)cc4CC[C@H]3[C@@H]1CC[C@@H]2O. The Y is -4.88 log mol/L.